This data is from Peptide-MHC class I binding affinity with 185,985 pairs from IEDB/IMGT. The task is: Regression. Given a peptide amino acid sequence and an MHC pseudo amino acid sequence, predict their binding affinity value. This is MHC class I binding data. (1) The peptide sequence is GMHDGTVGK. The MHC is HLA-A23:01 with pseudo-sequence HLA-A23:01. The binding affinity (normalized) is 0.0847. (2) The peptide sequence is SYMLQGLRK. The MHC is HLA-B27:03 with pseudo-sequence HLA-B27:03. The binding affinity (normalized) is 0.0847. (3) The peptide sequence is LYPEPTDLF. The MHC is H-2-Kd with pseudo-sequence H-2-Kd. The binding affinity (normalized) is 0.